This data is from Reaction yield outcomes from USPTO patents with 853,638 reactions. The task is: Predict the reaction yield, written as a fraction of the theoretical maximum amount of product (1.0 means a 100% yield; for example, 0.34 means a 34% yield). (1) The reactants are [CH3:1][N:2]1[CH:6]=[C:5]([C:7]2[CH:8]=[C:9]3[C:15]([C:16]4[CH:21]=[CH:20][CH:19]=[CH:18][CH:17]=4)=[N:14][N:13](C4CCCCO4)[C:10]3=[CH:11][N:12]=2)[CH:4]=[N:3]1.Cl. The catalyst is CO.O. The product is [CH3:1][N:2]1[CH:6]=[C:5]([C:7]2[CH:8]=[C:9]3[C:15]([C:16]4[CH:17]=[CH:18][CH:19]=[CH:20][CH:21]=4)=[N:14][NH:13][C:10]3=[CH:11][N:12]=2)[CH:4]=[N:3]1. The yield is 0.958. (2) The reactants are [NH2:1][C:2]1[N:6]=[CH:5][NH:4][N:3]=1.[OH:7][C:8]([CH3:20])([CH3:19])[CH2:9][O:10][C:11]1([CH3:18])[CH2:16][CH2:15][C:14](=O)[CH2:13][CH2:12]1.C(O[BH-](OC(=O)C)OC(=O)C)(=O)C.[Na+]. The catalyst is C(O)(=O)C.C(=O)([O-])O.[Na+]. The product is [CH3:20][C:8]([OH:7])([CH3:19])[CH2:9][O:10][C:11]1([CH3:18])[CH2:16][CH2:15][CH:14]([NH:1][C:2]2[N:6]=[CH:5][NH:4][N:3]=2)[CH2:13][CH2:12]1. The yield is 0.540. (3) The reactants are [F:1][C:2]1[CH:7]=[CH:6][CH:5]=[CH:4][C:3]=1[OH:8].I[CH2:10][CH3:11].C(=O)([O-])[O-].[K+].[K+]. The catalyst is CC(C)=O. The product is [CH2:10]([O:8][C:3]1[CH:4]=[CH:5][CH:6]=[CH:7][C:2]=1[F:1])[CH3:11]. The yield is 0.920. (4) The reactants are [Br:1][C:2]1[C:3](=[O:10])[N:4]([CH3:9])[C:5](Cl)=[N:6][CH:7]=1.[NH2:11][C:12]1[CH:17]=[CH:16][CH:15]=[CH:14][CH:13]=1.C([O-])(O)=O.[Na+]. The catalyst is CCCCO.CCOC(C)=O. The product is [Br:1][C:2]1[C:3](=[O:10])[N:4]([CH3:9])[C:5]([NH:11][C:12]2[CH:17]=[CH:16][CH:15]=[CH:14][CH:13]=2)=[N:6][CH:7]=1. The yield is 0.990. (5) The reactants are O[CH:2]=[C:3]1[C:11]2[C:6](=[CH:7][CH:8]=[C:9]([C:12]([C:14]3[CH:19]=[CH:18][C:17]([NH:20][C:21](=[O:23])[CH3:22])=[CH:16][CH:15]=3)=[O:13])[CH:10]=2)[NH:5][C:4]1=[O:24].[NH2:25][C:26]1[CH:27]=[CH:28][C:29](OC)=[C:30]([OH:32])[CH:31]=1.[CH2:35]1COCC1. No catalyst specified. The product is [OH:32][C:30]1[CH:31]=[C:26]([NH:25][CH:2]=[C:3]2[C:11]3[C:6](=[CH:7][CH:8]=[C:9]([C:12]([C:14]4[CH:19]=[CH:18][C:17]([NH:20][C:21](=[O:23])[CH3:22])=[CH:16][CH:15]=4)=[O:13])[CH:10]=3)[NH:5][C:4]2=[O:24])[CH:27]=[CH:28][C:29]=1[CH3:35]. The yield is 0.630. (6) The reactants are [OH:1][C:2]1[CH:3]=[C:4]([C:8]2[CH:12]=[CH:11][S:10][C:9]=2[C:13]#[N:14])[CH:5]=[CH:6][CH:7]=1.N1C=CC=CC=1.[F:21][C:22]([F:35])([F:34])[S:23](O[S:23]([C:22]([F:35])([F:34])[F:21])(=[O:25])=[O:24])(=[O:25])=[O:24].O. The catalyst is ClCCl. The product is [C:13]([C:9]1[S:10][CH:11]=[CH:12][C:8]=1[C:4]1[CH:3]=[C:2]([O:1][S:23]([C:22]([F:35])([F:34])[F:21])(=[O:25])=[O:24])[CH:7]=[CH:6][CH:5]=1)#[N:14]. The yield is 0.660. (7) The reactants are [C:1]([C:5]1[CH:9]=[C:8]([NH:10][C:11]2[CH:20]=[C:19](F)[CH:18]=[CH:17][C:12]=2[C:13]([O:15]C)=[O:14])[N:7]([C:22]2[CH:27]=[CH:26][CH:25]=[CH:24][C:23]=2[CH3:28])[N:6]=1)([CH3:4])([CH3:3])[CH3:2].[NH:29]1[CH:33]=[CH:32][N:31]=[CH:30]1.C(=O)([O-])[O-].[K+].[K+]. The catalyst is CN(C=O)C. The product is [C:1]([C:5]1[CH:9]=[C:8]([NH:10][C:11]2[CH:20]=[C:19]([N:29]3[CH:33]=[CH:32][N:31]=[CH:30]3)[CH:18]=[CH:17][C:12]=2[C:13]([OH:15])=[O:14])[N:7]([C:22]2[CH:27]=[CH:26][CH:25]=[CH:24][C:23]=2[CH3:28])[N:6]=1)([CH3:2])([CH3:4])[CH3:3]. The yield is 0.250. (8) The reactants are Br[C:2]1[CH:3]=[C:4]([NH:10][C:11]2[CH:16]=[CH:15][N:14]=[C:13]([CH:17]3[CH2:19][CH2:18]3)[N:12]=2)[C:5](=[O:9])[N:6]([CH3:8])[CH:7]=1.[B:20]1([B:20]2[O:24][C:23]([CH3:26])([CH3:25])[C:22]([CH3:28])([CH3:27])[O:21]2)[O:24][C:23]([CH3:26])([CH3:25])[C:22]([CH3:28])([CH3:27])[O:21]1.CC(C1C=C(C(C)C)C(C2C=CC=CC=2P(C2CCCCC2)C2CCCCC2)=C(C(C)C)C=1)C.C([O-])(=O)C.[K+]. The catalyst is C1C=CC(/C=C/C(/C=C/C2C=CC=CC=2)=O)=CC=1.C1C=CC(/C=C/C(/C=C/C2C=CC=CC=2)=O)=CC=1.C1C=CC(/C=C/C(/C=C/C2C=CC=CC=2)=O)=CC=1.[Pd].[Pd].O1CCOCC1. The product is [CH:17]1([C:13]2[N:12]=[C:11]([NH:10][C:4]3[C:5](=[O:9])[N:6]([CH3:8])[CH:7]=[C:2]([B:20]4[O:24][C:23]([CH3:26])([CH3:25])[C:22]([CH3:28])([CH3:27])[O:21]4)[CH:3]=3)[CH:16]=[CH:15][N:14]=2)[CH2:19][CH2:18]1. The yield is 0.940. (9) The reactants are Br[CH:2]([CH3:14])[C:3]([NH:5][C:6]1[CH:7]=[N:8][C:9]([Cl:13])=[CH:10][C:11]=1[Cl:12])=[O:4].[C:15](=O)([O-])[O-].[K+].[K+].ClC1N=[C:26](Cl)[C:25]([N+]([O-])=O)=[CH:24]N=1.C[N:33]([CH:35]=O)C. The catalyst is O. The product is [Cl:12][C:11]1[CH:10]=[C:9]([Cl:13])[N:8]=[CH:7][C:6]=1[NH:5][C:3](=[O:4])[C@H:2]([CH3:14])[NH:33][CH2:35][CH2:24][CH:25]([CH3:26])[CH3:15]. The yield is 0.690. (10) The reactants are [Cl:1][C:2]1[N:7]=[C:6]([OH:8])[CH:5]=[CH:4][C:3]=1[N+:9]([O-:11])=[O:10].I[C:13]1([S:16][C:17]2[CH:22]=[CH:21][CH:20]=[CH:19][CH:18]=2)[CH2:15][CH2:14]1. The catalyst is C1(C)C=CC=CC=1.C(=O)([O-])[O-].[Ag+2]. The product is [Cl:1][C:2]1[C:3]([N+:9]([O-:11])=[O:10])=[CH:4][CH:5]=[C:6]([O:8][C:13]2([S:16][C:17]3[CH:22]=[CH:21][CH:20]=[CH:19][CH:18]=3)[CH2:15][CH2:14]2)[N:7]=1. The yield is 0.870.